Task: Predict the product of the given reaction.. Dataset: Forward reaction prediction with 1.9M reactions from USPTO patents (1976-2016) (1) Given the reactants [F:1][C:2]1[N:7]=[CH:6][C:5]([C:8]2[S:12][CH:11]=[C:10]([C:13]([OH:15])=O)[CH:9]=2)=[CH:4][CH:3]=1.[CH2:16]1[C@H:25]2[C@@H:20]([CH2:21][CH2:22][CH2:23][CH2:24]2)[CH2:19][CH2:18][NH:17]1.C(N(CC)CC)C.CN(C(ON1N=NC2C=CC=NC1=2)=[N+](C)C)C.F[P-](F)(F)(F)(F)F, predict the reaction product. The product is: [F:1][C:2]1[N:7]=[CH:6][C:5]([C:8]2[S:12][CH:11]=[C:10]([C:13]([N:17]3[CH:16]4[CH:25]([CH2:24][CH2:23][CH2:22][CH2:21]4)[CH2:20][CH2:19][CH2:18]3)=[O:15])[CH:9]=2)=[CH:4][CH:3]=1. (2) Given the reactants N1C=CC=CC=1.[OH:7][C:8]1[CH:13]=[C:12]([CH3:14])[CH:11]=[CH:10][C:9]=1[NH:15][S:16](C1C=CC(C)=CC=1)(=[O:18])=[O:17].C1(C)C=CC(S(Cl)(=O)=O)=CC=1.NC1C=CC(C)=CC=1O, predict the reaction product. The product is: [CH3:14][C:12]1[CH:11]=[CH:10][C:9]2[NH:15][S:16](=[O:18])(=[O:17])[O:7][C:8]=2[CH:13]=1.